This data is from Forward reaction prediction with 1.9M reactions from USPTO patents (1976-2016). The task is: Predict the product of the given reaction. (1) The product is: [F:13][C:14]1[CH:19]=[C:18]([C:2]2[N:7]=[C:6]([C:8]([NH2:10])=[O:9])[C:5]([CH3:11])=[N:4][C:3]=2[CH3:12])[CH:17]=[CH:16][C:15]=1[OH:29]. Given the reactants Cl[C:2]1[N:7]=[C:6]([C:8]([NH2:10])=[O:9])[C:5]([CH3:11])=[N:4][C:3]=1[CH3:12].[F:13][C:14]1[CH:19]=[C:18](B2OC(C)(C)C(C)(C)O2)[CH:17]=[CH:16][C:15]=1[OH:29].P([O-])([O-])([O-])=O.[K+].[K+].[K+].C(O)C, predict the reaction product. (2) Given the reactants C1([Mg]Br)CCCCC1.C(C1C=CC=C(C(C)C)C=1N=CC(C)C)(C)C.ClC(P)Cl.[Li:30]CCCC.Br[C:36]1[C:41]([CH:42]([CH3:44])[CH3:43])=[CH:40][C:39]([CH:45]([CH3:47])[CH3:46])=[CH:38][C:37]=1[CH:48]([CH3:50])[CH3:49], predict the reaction product. The product is: [CH:48]([C:37]1[CH:38]=[C:39]([CH:45]([CH3:47])[CH3:46])[CH:40]=[C:41]([CH:42]([CH3:44])[CH3:43])[C:36]=1[Li:30])([CH3:50])[CH3:49]. (3) Given the reactants [NH2:1][C:2]1[CH:3]=[CH:4][C:5]([N:10]2[CH2:15][CH2:14][N:13]([CH:16]([C:23]3[CH:28]=[CH:27][CH:26]=[CH:25][CH:24]=3)[C:17]3[CH:22]=[CH:21][N:20]=[CH:19][CH:18]=3)[CH2:12][CH2:11]2)=[C:6]([CH:9]=1)[C:7]#[N:8].C(N(CC)CC)C.[CH2:36]([CH:38]([CH2:42][CH3:43])[C:39](Cl)=[O:40])[CH3:37], predict the reaction product. The product is: [C:7]([C:6]1[CH:9]=[C:2]([NH:1][C:39](=[O:40])[CH:38]([CH2:42][CH3:43])[CH2:36][CH3:37])[CH:3]=[CH:4][C:5]=1[N:10]1[CH2:11][CH2:12][N:13]([CH:16]([C:23]2[CH:24]=[CH:25][CH:26]=[CH:27][CH:28]=2)[C:17]2[CH:18]=[CH:19][N:20]=[CH:21][CH:22]=2)[CH2:14][CH2:15]1)#[N:8]. (4) Given the reactants [F:1][CH2:2][O:3][C:4]1[CH:11]=[CH:10][C:7]([C:8]#[N:9])=[CH:6][CH:5]=1.Cl, predict the reaction product. The product is: [F:1][CH2:2][O:3][C:4]1[CH:11]=[CH:10][C:7]([CH2:8][NH2:9])=[CH:6][CH:5]=1.